The task is: Predict the reaction yield, written as a fraction of the theoretical maximum amount of product (1.0 means a 100% yield; for example, 0.34 means a 34% yield).. This data is from Reaction yield outcomes from USPTO patents with 853,638 reactions. (1) The reactants are C[O:2][C:3]1[C:8]([O:9]C)=[CH:7][C:6]([C:11]#[C:12][C:13]2[CH:18]=[CH:17][CH:16]=[CH:15][C:14]=2[CH3:19])=[CH:5][N:4]=1.Br.O. The catalyst is CO.[Pd].C(O)(=O)C. The product is [OH:9][C:8]1[C:3](=[O:2])[NH:4][CH:5]=[C:6]([CH2:11][CH2:12][C:13]2[CH:18]=[CH:17][CH:16]=[CH:15][C:14]=2[CH3:19])[CH:7]=1. The yield is 0.180. (2) The reactants are [Cl:1][C:2](Cl)(Cl)[C:3](Cl)(Cl)Cl.C[C:10]1[CH:15]=[CH:14][C:13]([P:16]([C:24]2[CH:29]=[CH:28][C:27](C)=[CH:26][CH:25]=2)C2C=CC(C)=CC=2)=C[CH:11]=1.[C:31]1([CH3:37])[CH:36]=[CH:35][CH:34]=[CH:33][CH:32]=1.[C:38](#N)C. No catalyst specified. The product is [Cl-:1].[Cl-:1].[C:2]1([CH3:3])[CH:11]=[CH:10][CH:15]=[CH:14][C:13]=1[P:16]([C:24]1[CH:25]=[CH:26][CH:27]=[CH:28][C:29]=1[CH3:38])[C:32]1[CH:33]=[CH:34][CH:35]=[CH:36][C:31]=1[CH3:37]. The yield is 0.530. (3) The reactants are [C:1]([N:4]1[C:12]2[C:7](=[CH:8][C:9]([C:13](O)=[O:14])=[CH:10][CH:11]=2)[C:6]([C:16]2[CH:21]=[CH:20][C:19]([F:22])=[CH:18][CH:17]=2)=[N:5]1)(=[O:3])[CH3:2].[Cl:23]CCl.C(Cl)(=O)C(Cl)=O. The catalyst is CN(C=O)C. The product is [C:1]([N:4]1[C:12]2[C:7](=[CH:8][C:9]([C:13]([Cl:23])=[O:14])=[CH:10][CH:11]=2)[C:6]([C:16]2[CH:21]=[CH:20][C:19]([F:22])=[CH:18][CH:17]=2)=[N:5]1)(=[O:3])[CH3:2]. The yield is 0.840. (4) The reactants are [CH2:1]1[O:4][CH:2]1[CH3:3].C[Al](C)C.C1(C)C=CC=CC=1.[N:16]1([C:22]([O:24][CH2:25][C:26]2[CH:31]=[CH:30][CH:29]=[CH:28][CH:27]=2)=[O:23])[CH2:21][CH2:20][NH:19][CH2:18][CH2:17]1.[F-].[Na+].O. The catalyst is C(Cl)Cl. The product is [OH:4][CH:2]([CH3:3])[CH2:1][N:19]1[CH2:20][CH2:21][N:16]([C:22]([O:24][CH2:25][C:26]2[CH:31]=[CH:30][CH:29]=[CH:28][CH:27]=2)=[O:23])[CH2:17][CH2:18]1. The yield is 0.760. (5) The reactants are [C:1]([O:5][C:6]([C:8]1[O:9][C:10]2[CH:17]=[CH:16][CH:15]=[C:14]([OH:18])[C:11]=2[C:12]=1[CH3:13])=[O:7])([CH3:4])([CH3:3])[CH3:2].[N:19]1[CH:24]=[CH:23][CH:22]=[C:21]([CH2:25]Cl)[CH:20]=1.CN(C=O)C. The catalyst is O. The product is [C:1]([O:5][C:6]([C:8]1[O:9][C:10]2[CH:17]=[CH:16][CH:15]=[C:14]([O:18][CH2:25][C:21]3[CH:20]=[N:19][CH:24]=[CH:23][CH:22]=3)[C:11]=2[C:12]=1[CH3:13])=[O:7])([CH3:4])([CH3:2])[CH3:3]. The yield is 0.900.